From a dataset of Catalyst prediction with 721,799 reactions and 888 catalyst types from USPTO. Predict which catalyst facilitates the given reaction. Reactant: Cl[C:2]1[N:7]=[CH:6][C:5]([S:8]([N:11]([CH3:13])[CH3:12])(=[O:10])=[O:9])=[CH:4][CH:3]=1.O.[NH2:15][NH2:16]. Product: [NH:15]([C:2]1[N:7]=[CH:6][C:5]([S:8]([N:11]([CH3:13])[CH3:12])(=[O:10])=[O:9])=[CH:4][CH:3]=1)[NH2:16]. The catalyst class is: 14.